From a dataset of Forward reaction prediction with 1.9M reactions from USPTO patents (1976-2016). Predict the product of the given reaction. (1) Given the reactants [F:1][C:2]([F:12])([F:11])[C:3]1[CH:4]=[C:5]([CH:8]=[CH:9][CH:10]=1)[CH2:6][NH2:7].[CH:13]1[C:22]2[C:17](=[C:18]([CH:23]([CH3:27])[C:24](O)=[O:25])[CH:19]=[CH:20][CH:21]=2)[CH:16]=[CH:15][N:14]=1.C1C2C(=C(CC(O)=O)C=CC=2)C=CN=1, predict the reaction product. The product is: [CH:13]1[C:22]2[C:17](=[C:18]([CH:23]([CH3:27])[C:24]([NH:7][CH2:6][C:5]3[CH:8]=[CH:9][CH:10]=[C:3]([C:2]([F:11])([F:12])[F:1])[CH:4]=3)=[O:25])[CH:19]=[CH:20][CH:21]=2)[CH:16]=[CH:15][N:14]=1. (2) Given the reactants [C:1]([O:5][C:6](=[O:25])[NH:7][C:8]1[CH2:9][O:10][CH2:11][C:12]([C:17]2[CH:22]=[C:21](Br)[CH:20]=[CH:19][C:18]=2[F:24])([CH:14]([F:16])[F:15])[N:13]=1)([CH3:4])([CH3:3])[CH3:2].CN[C@@H]1CCCC[C@H]1NC.[N-:36]=[N+:37]=[N-:38].[Na+].O=C1O[C@H]([C@H](CO)O)C([O-])=C1O.[Na+], predict the reaction product. The product is: [C:1]([O:5][C:6](=[O:25])[NH:7][C:8]1[CH2:9][O:10][CH2:11][C:12]([C:17]2[CH:22]=[C:21]([N:36]=[N+:37]=[N-:38])[CH:20]=[CH:19][C:18]=2[F:24])([CH:14]([F:16])[F:15])[N:13]=1)([CH3:4])([CH3:3])[CH3:2]. (3) Given the reactants C(NC(C)C)(C)C.C([Li])CCC.[C:13]([O:17][CH2:18][CH3:19])(=[O:16])[CH2:14][CH3:15].[CH3:20][C:21]([S:24]([N:26]=[C:27]1[CH2:30][O:29][CH2:28]1)=[O:25])([CH3:23])[CH3:22], predict the reaction product. The product is: [C:21]([S:24]([NH:26][C:27]1([CH:14]([CH3:15])[C:13]([O:17][CH2:18][CH3:19])=[O:16])[CH2:30][O:29][CH2:28]1)=[O:25])([CH3:20])([CH3:22])[CH3:23]. (4) Given the reactants Br[CH:2]=[CH:3]Br.[N:5]1[CH:10]=[CH:9][C:8]([N:11]2[CH2:16][CH2:15][NH:14][CH2:13][CH2:12]2)=[CH:7][CH:6]=1.[Cl:17][C:18]1[CH:23]=[CH:22][C:21]([C@@H:24]2[C@:26]3([C:34]4[C:29](=[CH:30][CH:31]=[CH:32][CH:33]=4)[NH:28][C:27]3=[O:35])[CH2:25]2)=[CH:20][CH:19]=1, predict the reaction product. The product is: [Cl:17][C:18]1[CH:19]=[CH:20][C:21]([C@H:24]2[C@@:26]3([C:34]4[C:29](=[CH:30][CH:31]=[CH:32][CH:33]=4)[N:28]([CH2:2][CH2:3][N:14]4[CH2:13][CH2:12][N:11]([C:8]5[CH:9]=[CH:10][N:5]=[CH:6][CH:7]=5)[CH2:16][CH2:15]4)[C:27]3=[O:35])[CH2:25]2)=[CH:22][CH:23]=1.